Dataset: NCI-60 drug combinations with 297,098 pairs across 59 cell lines. Task: Regression. Given two drug SMILES strings and cell line genomic features, predict the synergy score measuring deviation from expected non-interaction effect. (1) Drug 1: C1CN1C2=NC(=NC(=N2)N3CC3)N4CC4. Drug 2: C1=CC=C(C(=C1)C(C2=CC=C(C=C2)Cl)C(Cl)Cl)Cl. Cell line: KM12. Synergy scores: CSS=26.2, Synergy_ZIP=0.490, Synergy_Bliss=2.29, Synergy_Loewe=-18.9, Synergy_HSA=-0.335. (2) Drug 1: CCC1(C2=C(COC1=O)C(=O)N3CC4=CC5=C(C=CC(=C5CN(C)C)O)N=C4C3=C2)O.Cl. Drug 2: CC1CCCC2(C(O2)CC(NC(=O)CC(C(C(=O)C(C1O)C)(C)C)O)C(=CC3=CSC(=N3)C)C)C. Cell line: SW-620. Synergy scores: CSS=56.3, Synergy_ZIP=-6.92, Synergy_Bliss=-10.6, Synergy_Loewe=-5.61, Synergy_HSA=-3.36. (3) Drug 2: C1=NNC2=C1C(=O)NC=N2. Cell line: OVCAR3. Drug 1: C1=NC2=C(N1)C(=S)N=C(N2)N. Synergy scores: CSS=44.2, Synergy_ZIP=-5.35, Synergy_Bliss=-4.36, Synergy_Loewe=-35.6, Synergy_HSA=-3.56. (4) Drug 1: CC1=C2C(C(=O)C3(C(CC4C(C3C(C(C2(C)C)(CC1OC(=O)C(C(C5=CC=CC=C5)NC(=O)OC(C)(C)C)O)O)OC(=O)C6=CC=CC=C6)(CO4)OC(=O)C)OC)C)OC. Drug 2: CCN(CC)CCNC(=O)C1=C(NC(=C1C)C=C2C3=C(C=CC(=C3)F)NC2=O)C. Cell line: SNB-19. Synergy scores: CSS=41.7, Synergy_ZIP=2.42, Synergy_Bliss=1.90, Synergy_Loewe=-25.6, Synergy_HSA=1.45. (5) Drug 2: C1CCC(C(C1)N)N.C(=O)(C(=O)[O-])[O-].[Pt+4]. Cell line: MDA-MB-231. Drug 1: C1C(C(OC1N2C=NC3=C(N=C(N=C32)Cl)N)CO)O. Synergy scores: CSS=41.2, Synergy_ZIP=-5.81, Synergy_Bliss=-2.89, Synergy_Loewe=2.01, Synergy_HSA=4.03.